This data is from Catalyst prediction with 721,799 reactions and 888 catalyst types from USPTO. The task is: Predict which catalyst facilitates the given reaction. (1) Reactant: C([O:3][C:4]1[CH:9]=[C:8]([O:10][CH3:11])[C:7]([CH3:12])=[C:6]([O:13][CH3:14])[CH:5]=1)=O.C([O-])([O-])=O.[K+].[K+].Cl. Product: [CH3:14][O:13][C:6]1[CH:5]=[C:4]([OH:3])[CH:9]=[C:8]([O:10][CH3:11])[C:7]=1[CH3:12]. The catalyst class is: 24. (2) Reactant: [S:1]1[CH:5]=[CH:4][CH:3]=[CH:2]1.C([Li])CCC.FC(F)(F)S(O[Si:17]([CH:24]([CH3:26])[CH3:25])([CH:21]([CH3:23])[CH3:22])[CH:18]([CH3:20])[CH3:19])(=O)=O. Product: [CH:18]([Si:17]([CH:24]([CH3:26])[CH3:25])([CH:21]([CH3:23])[CH3:22])[C:2]1[S:1][CH:5]=[CH:4][CH:3]=1)([CH3:20])[CH3:19]. The catalyst class is: 7. (3) Reactant: [CH3:1][O:2][C:3]1[CH:4]=[C:5]([NH:9][C:10]2[CH:15]=[C:14]([N:16]([CH3:18])[CH3:17])[N:13]=[C:12]([N:19]3[CH2:24][CH2:23][NH:22][CH2:21][CH2:20]3)[N:11]=2)[CH:6]=[CH:7][CH:8]=1.[Br:25][C:26]1[CH:31]=[CH:30][C:29](F)=[CH:28][CH:27]=1. Product: [Br:25][C:26]1[CH:31]=[CH:30][C:29]([N:22]2[CH2:23][CH2:24][N:19]([C:12]3[N:11]=[C:10]([NH:9][C:5]4[CH:6]=[CH:7][CH:8]=[C:3]([O:2][CH3:1])[CH:4]=4)[CH:15]=[C:14]([N:16]([CH3:18])[CH3:17])[N:13]=3)[CH2:20][CH2:21]2)=[CH:28][CH:27]=1. The catalyst class is: 2. (4) Reactant: [CH:1]1([N:7]([CH2:23][CH:24]([O:27][CH3:28])[O:25][CH3:26])[C:8](=[O:22])[CH2:9][CH2:10][O:11][CH2:12][CH2:13][C:14]2[CH:19]=[CH:18][CH:17]=[C:16]([CH:20]=[O:21])[CH:15]=2)[CH2:6][CH2:5][CH2:4][CH2:3][CH2:2]1.C1(C)C(S([CH2:38][N+:39]#[C-:40])(=O)=O)=CC=CC=1.C(=O)([O-])[O-].[K+].[K+]. Product: [CH:1]1([N:7]([CH2:23][CH:24]([O:27][CH3:28])[O:25][CH3:26])[C:8](=[O:22])[CH2:9][CH2:10][O:11][CH2:12][CH2:13][C:14]2[CH:19]=[CH:18][CH:17]=[C:16]([C:20]3[O:21][CH:40]=[N:39][CH:38]=3)[CH:15]=2)[CH2:6][CH2:5][CH2:4][CH2:3][CH2:2]1. The catalyst class is: 5.